This data is from hERG Central: cardiac toxicity at 1µM, 10µM, and general inhibition. The task is: Predict hERG channel inhibition at various concentrations. (1) The compound is O=C(c1ccccc1)N1CCN(C(=O)c2ccc(OC(F)(F)F)cc2)CC1. Results: hERG_inhib (hERG inhibition (general)): blocker. (2) The molecule is O=C(c1ccc(Cl)c(S(=O)(=O)NCc2ccccc2)c1)N1CCN(c2ccccn2)CC1. Results: hERG_inhib (hERG inhibition (general)): blocker. (3) The drug is CN(Cc1ccccc1)S(=O)(=O)c1ccc(OCC(=O)NCc2ccncc2)cc1. Results: hERG_inhib (hERG inhibition (general)): blocker.